Dataset: Full USPTO retrosynthesis dataset with 1.9M reactions from patents (1976-2016). Task: Predict the reactants needed to synthesize the given product. (1) Given the product [NH2:1][C:4]1[CH:14]([CH2:15][O:16][C:17]2[CH:18]=[CH:19][C:20]([C:23]3[NH:27][N:26]=[CH:25][CH:24]=3)=[CH:21][CH:22]=2)[CH:8]2[CH2:9][C:10]([CH3:13])([CH3:12])[O:11][C:7]2=[C:6]([CH3:28])[C:5]=1[CH3:29], predict the reactants needed to synthesize it. The reactants are: [N+:1]([C:4]1[CH:14]([CH2:15][O:16][C:17]2[CH:22]=[CH:21][C:20]([C:23]3[NH:27][N:26]=[CH:25][CH:24]=3)=[CH:19][CH:18]=2)[CH:8]2[CH2:9][C:10]([CH3:13])([CH3:12])[O:11][C:7]2=[C:6]([CH3:28])[C:5]=1[CH3:29])([O-])=O. (2) Given the product [F:18][C:19]([F:30])([F:29])[C:20]1[CH:25]=[C:24]([CH:23]=[CH:22][CH:21]=1)[CH:2]=[C:3]1[C:9]2[CH:10]=[CH:11][CH:12]=[CH:13][C:8]=2[CH2:7][CH2:6][C:5]2[CH:14]=[CH:15][CH:16]=[CH:17][C:4]1=2, predict the reactants needed to synthesize it. The reactants are: Br[CH:2]=[C:3]1[C:9]2[CH:10]=[CH:11][CH:12]=[CH:13][C:8]=2[CH2:7][CH2:6][C:5]2[CH:14]=[CH:15][CH:16]=[CH:17][C:4]1=2.[F:18][C:19]([F:30])([F:29])[C:20]1[CH:21]=[C:22](B(O)O)[CH:23]=[CH:24][CH:25]=1. (3) Given the product [N:1]1[C:8]([NH2:9])=[N:7][C:5]([NH2:6])=[N:4][C:2]=1[NH2:3].[CH3:17][O:18][CH:19]([O:22][CH3:23])[CH:20]=[O:21].[C:11]([OH:15])(=[O:14])[CH:12]=[O:13], predict the reactants needed to synthesize it. The reactants are: [N:1]1[C:8]([NH2:9])=[N:7][C:5]([NH2:6])=[N:4][C:2]=1[NH2:3].O.[C:11]([O-:15])(=[O:14])[CH:12]=[O:13].[Na+].[CH3:17][O:18][CH:19]([O:22][CH3:23])[CH:20]=[O:21].[OH-].[Na+].